From a dataset of Peptide-MHC class II binding affinity with 134,281 pairs from IEDB. Regression. Given a peptide amino acid sequence and an MHC pseudo amino acid sequence, predict their binding affinity value. This is MHC class II binding data. (1) The peptide sequence is LALVGFLGGLITGTS. The MHC is DRB1_0404 with pseudo-sequence DRB1_0404. The binding affinity (normalized) is 0.247. (2) The peptide sequence is AIKFDFSTGLIIQGL. The MHC is DRB1_0301 with pseudo-sequence DRB1_0301. The binding affinity (normalized) is 0.132. (3) The peptide sequence is NNALQNLARTISEAG. The MHC is DRB4_0101 with pseudo-sequence DRB4_0103. The binding affinity (normalized) is 0.180.